This data is from Buchwald-Hartwig C-N cross coupling reaction yields with 55,370 reactions. The task is: Predict the reaction yield, written as a fraction of the theoretical maximum amount of product (1.0 means a 100% yield; for example, 0.34 means a 34% yield). (1) The reactants are Brc1ccccn1.Cc1ccc(N)cc1.O=S(=O)(O[Pd]1c2ccccc2-c2ccccc2N~1)C(F)(F)F.CC(C)c1cc(C(C)C)c(-c2ccccc2P(C(C)(C)C)C(C)(C)C)c(C(C)C)c1.CN(C)C(=NC(C)(C)C)N(C)C.CCOC(=O)c1cnoc1. No catalyst specified. The product is Cc1ccc(Nc2ccccn2)cc1. The yield is 0.0632. (2) The reactants are FC(F)(F)c1ccc(Br)cc1.Cc1ccc(N)cc1.O=S(=O)(O[Pd]1c2ccccc2-c2ccccc2N~1)C(F)(F)F.CC(C)c1cc(C(C)C)c(-c2ccccc2P(C(C)(C)C)C(C)(C)C)c(C(C)C)c1.CN1CCCN2CCCN=C12.COC(=O)c1cc(-c2ccco2)on1. No catalyst specified. The product is Cc1ccc(Nc2ccc(C(F)(F)F)cc2)cc1. The yield is 0.404. (3) The reactants are COc1ccc(Cl)cc1.Cc1ccc(N)cc1.O=S(=O)(O[Pd]1c2ccccc2-c2ccccc2N~1)C(F)(F)F.CC(C)c1cc(C(C)C)c(-c2ccccc2P(C(C)(C)C)C(C)(C)C)c(C(C)C)c1.CCN=P(N=P(N(C)C)(N(C)C)N(C)C)(N(C)C)N(C)C.COC(=O)c1cc(-c2ccco2)on1. No catalyst specified. The product is COc1ccc(Nc2ccc(C)cc2)cc1. The yield is 0.